Dataset: TCR-epitope binding with 47,182 pairs between 192 epitopes and 23,139 TCRs. Task: Binary Classification. Given a T-cell receptor sequence (or CDR3 region) and an epitope sequence, predict whether binding occurs between them. (1) The epitope is FSKQLQQSM. Result: 1 (the TCR binds to the epitope). The TCR CDR3 sequence is CASSGAPLLEQYF. (2) The epitope is LLSAGIFGA. The TCR CDR3 sequence is CASSLWAEDYEQYF. Result: 0 (the TCR does not bind to the epitope). (3) The TCR CDR3 sequence is CASSSGIGTLTYEQYF. Result: 1 (the TCR binds to the epitope). The epitope is TLIGDCATV. (4) The epitope is IPSINVHHY. The TCR CDR3 sequence is CASSLVHGGGELFF. Result: 0 (the TCR does not bind to the epitope). (5) The epitope is RPRGEVRFL. The TCR CDR3 sequence is CASSEWTVDGYTF. Result: 1 (the TCR binds to the epitope). (6) The epitope is AYILFTRFFYV. The TCR CDR3 sequence is CASGRTSGFNSYNEQFF. Result: 1 (the TCR binds to the epitope). (7) The epitope is RTLNAWVKV. The TCR CDR3 sequence is CASGMTGLTSEQYF. Result: 1 (the TCR binds to the epitope).